Dataset: Reaction yield outcomes from USPTO patents with 853,638 reactions. Task: Predict the reaction yield, written as a fraction of the theoretical maximum amount of product (1.0 means a 100% yield; for example, 0.34 means a 34% yield). (1) The reactants are [OH-].[Na+].[Br:3][C:4]1[CH:5]=[C:6]([C:18]([O:20]C)=O)[C:7]2[CH:8]=[N:9][N:10]([CH:13]3[CH2:17][CH2:16][CH2:15][CH2:14]3)[C:11]=2[CH:12]=1.[NH2:22][CH2:23][C:24]1[C:25](=[O:32])[NH:26][C:27]([CH3:31])=[CH:28][C:29]=1[CH3:30].C1CN([P+](ON2N=NC3C=CC=CC2=3)(N2CCCC2)N2CCCC2)CC1.F[P-](F)(F)(F)(F)F. The catalyst is CCO.CS(C)=O. The product is [Br:3][C:4]1[CH:5]=[C:6]([C:18]([NH:22][CH2:23][C:24]2[C:25](=[O:32])[NH:26][C:27]([CH3:31])=[CH:28][C:29]=2[CH3:30])=[O:20])[C:7]2[CH:8]=[N:9][N:10]([CH:13]3[CH2:14][CH2:15][CH2:16][CH2:17]3)[C:11]=2[CH:12]=1. The yield is 0.565. (2) The reactants are [CH3:1][C:2]([C:6]1[CH:11]=[CH:10][C:9]([N+:12]([O-:14])=[O:13])=[CH:8][CH:7]=1)([CH3:5])[CH2:3][NH2:4].[OH-].[Na+].[CH3:17][C:18]([O:21][C:22](O[C:22]([O:21][C:18]([CH3:20])([CH3:19])[CH3:17])=[O:23])=[O:23])([CH3:20])[CH3:19].OS([O-])(=O)=O.[K+]. The catalyst is O1CCOCC1.O. The product is [CH3:5][C:2]([C:6]1[CH:11]=[CH:10][C:9]([N+:12]([O-:14])=[O:13])=[CH:8][CH:7]=1)([CH3:1])[CH2:3][NH:4][C:22](=[O:23])[O:21][C:18]([CH3:20])([CH3:19])[CH3:17]. The yield is 0.800. (3) The reactants are [Br:1][C:2]1[CH:23]=[CH:22][C:5]([CH2:6][C:7]2([C:17](OCC)=[O:18])[CH2:12][CH2:11][CH:10]([C:13]([F:16])([F:15])[F:14])[CH2:9][CH2:8]2)=[C:4](I)[CH:3]=1.C([Mg]Cl)(C)C.[Cl-].[Li+]. The catalyst is C1COCC1. The product is [Br:1][C:2]1[CH:23]=[C:22]2[C:5]([CH2:6][C:7]3([CH2:12][CH2:11][CH:10]([C:13]([F:15])([F:14])[F:16])[CH2:9][CH2:8]3)[C:17]2=[O:18])=[CH:4][CH:3]=1. The yield is 0.520. (4) The reactants are [C:1]([O:7][C:8]([CH3:11])([CH3:10])[CH3:9])(=[O:6])[CH2:2][C:3]([CH3:5])=O.[Cl:12][C:13]1[CH:14]=[C:15]([CH:18]=[CH:19][CH:20]=1)[CH:16]=O.[NH4+:21].[OH-:22]. The catalyst is CCO.C(Cl)Cl. The product is [Cl:12][C:13]1[CH:14]=[C:15]([CH:16]2[C:2]([C:1]([O:7][C:8]([CH3:11])([CH3:10])[CH3:9])=[O:6])=[C:3]([CH3:5])[NH:21][C:3]([CH3:5])=[C:2]2[C:1]([O:7][C:8]([CH3:11])([CH3:10])[CH3:9])=[O:22])[CH:18]=[CH:19][CH:20]=1. The yield is 0.350. (5) The reactants are C([O:8][C:9]1[C:17]2[N:16]=[C:15]([CH3:18])[N:14]([CH3:19])[C:13]=2[CH:12]=[C:11]([CH2:20][O:21][CH3:22])[CH:10]=1)C1C=CC=CC=1. The catalyst is CO.[Pd]. The product is [OH:8][C:9]1[C:17]2[N:16]=[C:15]([CH3:18])[N:14]([CH3:19])[C:13]=2[CH:12]=[C:11]([CH2:20][O:21][CH3:22])[CH:10]=1. The yield is 0.990. (6) The reactants are [O:1]=[C:2]1[CH:7]=[CH:6][N:5]([C:8]2[CH:13]=[CH:12][CH:11]=[C:10]([C:14]([F:17])([F:16])[F:15])[CH:9]=2)[N:4]=[C:3]1[CH:18]=O.N.[CH2:21]=[N:22][CH:23](S(C1C=CC(C)=CC=1)(=O)=O)[C:24]1[CH:29]=[CH:28][CH:27]=[CH:26][CH:25]=1.[NH:40]1CCNCC1. The catalyst is C1COCC1.O.C([O-])(O)=O.[Na+]. The product is [C:24]1([C:23]2[N:22]=[CH:21][NH:40][C:18]=2[C:3]2[C:2](=[O:1])[CH:7]=[CH:6][N:5]([C:8]3[CH:13]=[CH:12][CH:11]=[C:10]([C:14]([F:17])([F:16])[F:15])[CH:9]=3)[N:4]=2)[CH:29]=[CH:28][CH:27]=[CH:26][CH:25]=1. The yield is 0.470.